This data is from Full USPTO retrosynthesis dataset with 1.9M reactions from patents (1976-2016). The task is: Predict the reactants needed to synthesize the given product. Given the product [C:1]([O:5][C:6](=[O:22])[NH:7][C:8]1[CH:13]=[C:12]([N:14]([CH3:16])[CH3:15])[C:11]([C:17]([F:20])([F:19])[F:18])=[CH:10][C:9]=1[NH:21][C:28](=[O:27])[CH2:29][C:30]([C:32]1[CH:37]=[CH:36][CH:35]=[C:34]([C:38]2[N:39]=[N:40][C:41]([CH3:44])=[CH:42][CH:43]=2)[CH:33]=1)=[O:31])([CH3:4])([CH3:2])[CH3:3], predict the reactants needed to synthesize it. The reactants are: [C:1]([O:5][C:6](=[O:22])[NH:7][C:8]1[CH:13]=[C:12]([N:14]([CH3:16])[CH3:15])[C:11]([C:17]([F:20])([F:19])[F:18])=[CH:10][C:9]=1[NH2:21])([CH3:4])([CH3:3])[CH3:2].C([O:27][C:28](=O)[CH2:29][C:30]([C:32]1[CH:37]=[CH:36][CH:35]=[C:34]([C:38]2[N:39]=[N:40][C:41]([CH3:44])=[CH:42][CH:43]=2)[CH:33]=1)=[O:31])(C)(C)C.